This data is from Forward reaction prediction with 1.9M reactions from USPTO patents (1976-2016). The task is: Predict the product of the given reaction. (1) Given the reactants [CH2:1]([O:4][C:5]1[CH:10]=[CH:9][C:8]([CH2:11][CH2:12][C:13]([OH:15])=O)=[CH:7][CH:6]=1)[CH:2]=[CH2:3].S(Cl)([Cl:18])=O, predict the reaction product. The product is: [CH2:1]([O:4][C:5]1[CH:10]=[CH:9][C:8]([CH2:11][CH2:12][C:13]([Cl:18])=[O:15])=[CH:7][CH:6]=1)[CH:2]=[CH2:3]. (2) Given the reactants C(OC(=O)[NH:7][CH:8]1[CH2:13][CH2:12][N:11]([CH2:14][CH2:15][N:16]2[C:25]3[C:20](=[CH:21][C:22]([F:27])=[C:23]([F:26])[CH:24]=3)[N:19]=[CH:18][C:17]2=[O:28])[CH2:10][CH2:9]1)(C)(C)C.FC(F)(F)C(O)=O.NC1CCN(CCN2C3C(=CC=C(F)C=3)N=CC2=O)CC1, predict the reaction product. The product is: [NH2:7][CH:8]1[CH2:13][CH2:12][N:11]([CH2:14][CH2:15][N:16]2[C:25]3[C:20](=[CH:21][C:22]([F:27])=[C:23]([F:26])[CH:24]=3)[N:19]=[CH:18][C:17]2=[O:28])[CH2:10][CH2:9]1. (3) Given the reactants [CH3:1][C:2]1[C:6]([C:7]2[O:8][C:9]3[CH:15]=[CH:14][C:13]([C:16]([CH3:21])([CH3:20])[C:17]([OH:19])=O)=[CH:12][C:10]=3[CH:11]=2)=[C:5]([CH3:22])[O:4][N:3]=1.Cl.[Cl:24][C:25]1[CH:30]=[CH:29][C:28]([CH:31]([C:33]2[CH:38]=[CH:37][CH:36]=[CH:35][CH:34]=2)[NH2:32])=[C:27]([CH3:39])[CH:26]=1, predict the reaction product. The product is: [Cl:24][C:25]1[CH:30]=[CH:29][C:28]([CH:31]([C:33]2[CH:34]=[CH:35][CH:36]=[CH:37][CH:38]=2)[NH:32][C:17](=[O:19])[C:16]([C:13]2[CH:14]=[CH:15][C:9]3[O:8][C:7]([C:6]4[C:2]([CH3:1])=[N:3][O:4][C:5]=4[CH3:22])=[CH:11][C:10]=3[CH:12]=2)([CH3:21])[CH3:20])=[C:27]([CH3:39])[CH:26]=1. (4) Given the reactants [CH3:1][C:2]1[CH:6]=[C:5]([CH3:7])[NH:4][C:3]=1[CH:8]=[C:9]1[C:17]2[C:12](=[CH:13][CH:14]=[CH:15][CH:16]=2)[NH:11][C:10]1=[O:18].[C:19]1(=[O:25])[O:24][C:22](=[O:23])[CH2:21][CH2:20]1, predict the reaction product. The product is: [CH3:1][C:2]1[CH:6]=[C:5]([CH3:7])[NH:4][C:3]=1/[CH:8]=[C:9]1\[C:10](=[O:18])[N:11]([C:19](=[O:25])[CH2:20][CH2:21][C:22]([OH:24])=[O:23])[C:12]2[C:17]\1=[CH:16][CH:15]=[CH:14][CH:13]=2. (5) Given the reactants [CH:1]1[N:5]=[CH:4][N:3]([CH2:6][C:7]([P:13]([OH:16])([OH:15])=[O:14])([P:9]([OH:12])([OH:11])=[O:10])[OH:8])[CH:2]=1.[OH-:17].[Na+:18].[Na], predict the reaction product. The product is: [CH:1]1[N:5]=[CH:4][N:3]([CH2:6][C:7]([P:9]([O-:12])([OH:11])=[O:10])([P:13]([O-:15])([OH:16])=[O:14])[OH:8])[CH:2]=1.[OH2:17].[OH2:8].[OH2:8].[OH2:8].[Na+:18].[Na+:18]. (6) Given the reactants Br[C:2]1[N:3]=[CH:4][C:5]([NH:8][C:9](=[O:16])[CH2:10][CH2:11][C:12]([O:14][CH3:15])=[O:13])=[N:6][CH:7]=1.[N:17]1[CH:22]=[CH:21][CH:20]=[C:19]([Sn](CCCC)(CCCC)CCCC)[CH:18]=1, predict the reaction product. The product is: [O:16]=[C:9]([NH:8][C:5]1[CH:4]=[N:3][C:2]([C:19]2[CH:18]=[N:17][CH:22]=[CH:21][CH:20]=2)=[CH:7][N:6]=1)[CH2:10][CH2:11][C:12]([O:14][CH3:15])=[O:13]. (7) Given the reactants [C:1]([OH:10])(=[O:9])[CH2:2][CH2:3][CH2:4][CH2:5][C:6]([OH:8])=[O:7].[CH2:11]([O:17][CH2:18][CH2:19]O)[CH2:12][CH2:13][CH2:14][CH2:15][CH3:16].[OH2:21].[C:22]1([CH3:32])[CH:27]=[CH:26][C:25](S(O)(=O)=O)=[CH:24]C=1.[OH-].[Na+].[C:35]1([CH3:45])C=CC(S(O)(=O)=O)=CC=1, predict the reaction product. The product is: [C:1]([O:10][CH2:19][CH2:18][O:17][CH2:11][CH2:12][CH2:13][CH2:14][CH2:15][CH3:16])(=[O:9])[CH2:2][CH2:3][CH2:4][CH2:5][C:6]([O:8][CH2:45][CH2:35][O:21][CH2:24][CH2:25][CH2:26][CH2:27][CH2:22][CH3:32])=[O:7].